From a dataset of Peptide-MHC class I binding affinity with 185,985 pairs from IEDB/IMGT. Regression. Given a peptide amino acid sequence and an MHC pseudo amino acid sequence, predict their binding affinity value. This is MHC class I binding data. (1) The binding affinity (normalized) is 0.331. The MHC is HLA-A01:01 with pseudo-sequence HLA-A01:01. The peptide sequence is CIAVGMVTLY. (2) The MHC is HLA-C14:02 with pseudo-sequence HLA-C14:02. The binding affinity (normalized) is 0.936. The peptide sequence is YMKPGSSPL. (3) The peptide sequence is CTDPPLLSV. The MHC is HLA-B44:02 with pseudo-sequence HLA-B44:02. The binding affinity (normalized) is 0.0847. (4) The peptide sequence is NANVYREGV. The MHC is H-2-Db with pseudo-sequence H-2-Db. The binding affinity (normalized) is 0. (5) The peptide sequence is NELGYSGYF. The MHC is HLA-A02:03 with pseudo-sequence HLA-A02:03. The binding affinity (normalized) is 0.0847.